Dataset: Reaction yield outcomes from USPTO patents with 853,638 reactions. Task: Predict the reaction yield, written as a fraction of the theoretical maximum amount of product (1.0 means a 100% yield; for example, 0.34 means a 34% yield). (1) The reactants are C([C:4]1[CH:37]=[CH:36][C:7]2[C:8](=[CH:17][CH2:18][CH2:19][N:20]3[CH2:25][CH2:24][C:23]([C:27]4[CH:32]=[CH:31][C:30]([Cl:33])=[CH:29][CH:28]=4)([OH:26])[C:22]([CH3:35])([CH3:34])[CH2:21]3)[C:9]3[CH:16]=[CH:15][CH:14]=[CH:13][C:10]=3O[CH2:12][C:6]=2[N:5]=1)C=C.[CH2:38]1C[O:41][CH2:40][CH2:39]1.[OH2:43].S(=O)(O)[O-:45].[Na+]. The catalyst is O=[Os](=O)(=O)=O. The product is [Cl:33][C:30]1[CH:29]=[CH:28][C:27]([C:23]2([OH:26])[CH2:24][CH2:25][N:20]([CH2:19][CH2:18][CH:17]=[C:8]3[C:7]4=[CH:36][CH:37]=[CH:4][NH:5][C:6]4=[CH:12][O:43][C:10]4[CH:13]=[CH:14][C:15]([CH2:38][CH:39]([OH:45])[CH2:40][OH:41])=[CH:16][C:9]3=4)[CH2:21][C:22]2([CH3:34])[CH3:35])=[CH:32][CH:31]=1. The yield is 0.530. (2) The reactants are Br[C:2]1[CH:7]=[CH:6][C:5]([CH2:8][CH2:9][CH2:10][N:11]2[C:19](=[O:20])[C:18]3[C:13](=[CH:14][CH:15]=[CH:16][CH:17]=3)[C:12]2=[O:21])=[CH:4][CH:3]=1.[CH3:22][C:23]1([CH3:39])[C:27]([CH3:29])([CH3:28])[O:26][B:25]([B:25]2[O:26][C:27]([CH3:29])([CH3:28])[C:23]([CH3:39])([CH3:22])[O:24]2)[O:24]1.C([O-])(=O)C.[K+2].C([O-])(=O)C. The catalyst is C1(P(C2C=CC=CC=2)[C-]2C=CC=C2)C=CC=CC=1.[C-]1(P(C2C=CC=CC=2)C2C=CC=CC=2)C=CC=C1.[Fe+2].O1CCOCC1. The product is [CH3:22][C:23]1([CH3:39])[C:27]([CH3:29])([CH3:28])[O:26][B:25]([C:2]2[CH:7]=[CH:6][C:5]([CH2:8][CH2:9][CH2:10][N:11]3[C:19](=[O:20])[C:18]4[C:13](=[CH:14][CH:15]=[CH:16][CH:17]=4)[C:12]3=[O:21])=[CH:4][CH:3]=2)[O:24]1. The yield is 1.01. (3) The reactants are [Na].[Cl:2][C:3]1[N:8]=[C:7](Cl)[C:6]([F:10])=[CH:5][N:4]=1.[CH3:11][OH:12]. No catalyst specified. The product is [Cl:2][C:3]1[N:8]=[C:7]([O:12][CH3:11])[C:6]([F:10])=[CH:5][N:4]=1. The yield is 0.800. (4) The reactants are CN(C)C(=N)N(C)C.[CH2:9]([O:16][C:17]1[CH:24]=[CH:23][C:20]([CH:21]=O)=[CH:19][CH:18]=1)[C:10]1[CH:15]=[CH:14][CH:13]=[CH:12][CH:11]=1.[Cl-].[CH2:26]([O:28][CH:29]([P+](C1C=CC=CC=1)(C1C=CC=CC=1)C1C=CC=CC=1)[C:30]([O:32][CH2:33][CH3:34])=[O:31])[CH3:27]. The catalyst is C(Cl)(Cl)Cl. The product is [CH2:33]([O:32][C:30](=[O:31])[C:29]([O:28][CH2:26][CH3:27])=[CH:21][C:20]1[CH:23]=[CH:24][C:17]([O:16][CH2:9][C:10]2[CH:15]=[CH:14][CH:13]=[CH:12][CH:11]=2)=[CH:18][CH:19]=1)[CH3:34]. The yield is 0.730. (5) The reactants are C(N(CC)C(C)C)(C)C.[C:10](Cl)(=[O:12])[CH3:11].[Cl:14][C:15]1[CH:16]=[C:17]([NH:22][C:23]2[C:32]3[C:27](=[CH:28][C:29]([O:40][CH3:41])=[CH:30][C:31]=3[O:33][CH2:34][C@H:35]3[CH2:39][CH2:38][CH2:37][NH:36]3)[N:26]=[CH:25][N:24]=2)[CH:18]=[CH:19][C:20]=1[F:21]. The catalyst is C(Cl)Cl. The product is [C:10]([N:36]1[CH2:37][CH2:38][CH2:39][C@@H:35]1[CH2:34][O:33][C:31]1[CH:30]=[C:29]([O:40][CH3:41])[CH:28]=[C:27]2[C:32]=1[C:23]([NH:22][C:17]1[CH:18]=[CH:19][C:20]([F:21])=[C:15]([Cl:14])[CH:16]=1)=[N:24][CH:25]=[N:26]2)(=[O:12])[CH3:11]. The yield is 0.830. (6) The reactants are C([O:8][C:9]1[CH:18]=[C:17]2[C:12]([C:13]([O:19][C:20]3[CH:21]=[CH:22][C:23]([N:26]([C:35]4[CH:40]=[CH:39][CH:38]=[CH:37][CH:36]=4)[C:27]([C:29]4([C:32]([NH2:34])=[O:33])[CH2:31][CH2:30]4)=[O:28])=[N:24][CH:25]=3)=[CH:14][CH:15]=[N:16]2)=[CH:11][CH:10]=1)C1C=CC=CC=1. The catalyst is CO.[Pd]. The product is [OH:8][C:9]1[CH:18]=[C:17]2[C:12]([C:13]([O:19][C:20]3[CH:21]=[CH:22][C:23]([N:26]([C:35]4[CH:36]=[CH:37][CH:38]=[CH:39][CH:40]=4)[C:27]([C:29]4([C:32]([NH2:34])=[O:33])[CH2:31][CH2:30]4)=[O:28])=[N:24][CH:25]=3)=[CH:14][CH:15]=[N:16]2)=[CH:11][CH:10]=1. The yield is 0.900. (7) The reactants are [CH3:1][O:2][C:3]1[CH:12]=[CH:11][C:6]([C:7]([O:9][CH3:10])=[O:8])=[C:5]([N+:13]([O-])=O)[CH:4]=1. The catalyst is CO. The product is [NH2:13][C:5]1[CH:4]=[C:3]([O:2][CH3:1])[CH:12]=[CH:11][C:6]=1[C:7]([O:9][CH3:10])=[O:8]. The yield is 0.760.